Binary Classification. Given a miRNA mature sequence and a target amino acid sequence, predict their likelihood of interaction. From a dataset of Experimentally validated miRNA-target interactions with 360,000+ pairs, plus equal number of negative samples. (1) The miRNA is hsa-miR-655-3p with sequence AUAAUACAUGGUUAACCUCUUU. The protein sequence of the target gene is MSARKGYLLPSPNYPTTMSCSESPAANSFLVDSLISSGRGEAGGGGGGAGGGGGGGYYAHGGVYLPPAADLPYGLQSCGLFPTLGGKRNEAASPGSGGGGGGLGPGAHGYGPSPIDLWLDAPRSCRMEPPDGPPPPPQQQPPPPPQPPQPAPQATSCSFAQNIKEESSYCLYDSADKCPKVSATAAELAPFPRGPPPDGCALGTSSGVPVPGYFRLSQAYGTAKGYGSGGGGAQQLGAGPFPAQPPGRGFDLPPALASGSADAARKERALDSPPPPTLACGSGGGSQGDEEAHASSSAAE.... Result: 0 (no interaction). (2) The miRNA is hsa-miR-4754 with sequence AUGCGGACCUGGGUUAGCGGAGU. The protein sequence of the target gene is MEENEYSGYWEPPRKRCCCARRGTQLMLVGLLSTAMWAGLLALLLLWHWETEKNLKQLGDTAIQNVSHVTKDLQKFQSNQLAQKSQVVQMSQNLQELQAEQKQMKAQDSRLSQNLTGLQEDLRNAQSQNSKLSQNLNRLQDDLVNIKSLGLNEKRTASDSLEKLQEEVAKLWIEILISKGTACNICPKNWLHFQQKCYYFGKGSKQWIQARFACSDLQGRLVSIHSQKEQDFLMQHINKKDSWIGLQDLNMEGEFVWSDGSPVGYSNWNPGEPNNGGQGEDCVMMRGSGQWNDAFCRSYL.... Result: 0 (no interaction).